From a dataset of Reaction yield outcomes from USPTO patents with 853,638 reactions. Predict the reaction yield, written as a fraction of the theoretical maximum amount of product (1.0 means a 100% yield; for example, 0.34 means a 34% yield). (1) The reactants are [C:1]([NH:9][C:10]1[C:11]2[N:12]=[CH:13][N:14]([C:33]=2[N:34]=[CH:35][N:36]=1)[C@@H:15]1[O:32][C@H:22]([CH2:23][O:24][Si](C(C)(C)C)(C)C)[C@@H:17]([O:18][CH2:19]SC)[CH2:16]1)(=[O:8])[C:2]1[CH:7]=[CH:6][CH:5]=[CH:4][CH:3]=1.C1CCCCC=1.C(NC1C2N=CN(C=2N=CN=1)[C@@H]1O[C@H](CO[Si](C(C)(C)C)(C)C)[C@@H](O)C1)(=O)C1C=CC=CC=1.[N-:76]=[N+:77]=[N-:78].[Na+].[NH4+].[F-]. The catalyst is C(Cl)Cl. The product is [C:1]([NH:9][C:10]1[C:11]2[N:12]=[CH:13][N:14]([C:33]=2[N:34]=[CH:35][N:36]=1)[C@@H:15]1[O:32][C@H:22]([CH2:23][OH:24])[C@@H:17]([O:18][CH2:19][N:76]=[N+:77]=[N-:78])[CH2:16]1)(=[O:8])[C:2]1[CH:7]=[CH:6][CH:5]=[CH:4][CH:3]=1. The yield is 0.480. (2) The reactants are [CH3:1][C:2]([CH3:7])([CH3:6])[C:3](Cl)=[O:4].[Br:8][CH2:9][CH2:10][OH:11].CCN(C(C)C)C(C)C. The catalyst is C(Cl)Cl. The product is [Br:8][CH2:9][CH2:10][O:11][C:3](=[O:4])[C:2]([CH3:7])([CH3:6])[CH3:1]. The yield is 0.650. (3) The reactants are Cl[C:2]1[CH:11]=[CH:10][C:9]2[C:4](=[CH:5][CH:6]=[C:7]([Cl:12])[CH:8]=2)[N:3]=1.[N:13]1([C:19]([O:21][C:22]([CH3:25])([CH3:24])[CH3:23])=[O:20])[CH2:18][CH2:17][NH:16][CH2:15][CH2:14]1.C(=O)([O-])[O-].[K+].[K+]. The catalyst is CN(C=O)C. The product is [Cl:12][C:7]1[CH:8]=[C:9]2[C:4](=[CH:5][CH:6]=1)[N:3]=[C:2]([N:16]1[CH2:15][CH2:14][N:13]([C:19]([O:21][C:22]([CH3:25])([CH3:24])[CH3:23])=[O:20])[CH2:18][CH2:17]1)[CH:11]=[CH:10]2. The yield is 0.610. (4) The reactants are [CH:1]1([C@@H:7]([NH:9][C:10]([C:12]2[C:21]3[C:16](=[CH:17][CH:18]=[CH:19][CH:20]=3)[N:15]=[C:14]([C:22]3[CH:27]=[CH:26][CH:25]=[CH:24][CH:23]=3)[C:13]=2[CH2:28]Br)=[O:11])[CH3:8])[CH2:6][CH2:5][CH2:4][CH2:3][CH2:2]1.[C:30]([CH2:33][NH:34][CH2:35][C:36]([OH:38])=[O:37])([OH:32])=[O:31].C(N(C(C)C)C(C)C)C. The catalyst is C(#N)C. The product is [C:30]([CH2:33][N:34]([CH2:35][C:36]([OH:38])=[O:37])[CH2:28][C:13]1[C:14]([C:22]2[CH:27]=[CH:26][CH:25]=[CH:24][CH:23]=2)=[N:15][C:16]2[C:21]([C:12]=1[C:10](=[O:11])[NH:9][C@H:7]([CH:1]1[CH2:6][CH2:5][CH2:4][CH2:3][CH2:2]1)[CH3:8])=[CH:20][CH:19]=[CH:18][CH:17]=2)([OH:32])=[O:31]. The yield is 0.720. (5) The reactants are [Br:1][C:2]1[CH:7]=[CH:6][C:5]([C@H:8]([CH3:11])[CH2:9]O)=[C:4]([F:12])[CH:3]=1.[C:13]1(=[O:23])[NH:17][C:16](=[O:18])[C:15]2=[CH:19][CH:20]=[CH:21][CH:22]=[C:14]12.C1(P(C2C=CC=CC=2)C2C=CC=CC=2)C=CC=CC=1.CC(OC(/N=N/C(OC(C)C)=O)=O)C. The catalyst is C1COCC1. The product is [Br:1][C:2]1[CH:7]=[CH:6][C:5]([C@H:8]([CH3:11])[CH2:9][N:17]2[C:13](=[O:23])[C:14]3[C:15](=[CH:19][CH:20]=[CH:21][CH:22]=3)[C:16]2=[O:18])=[C:4]([F:12])[CH:3]=1. The yield is 0.810. (6) The reactants are C([O:5][C:6]([C:8]1[O:9][C:10]2[CH:17]=[CH:16][C:15]([I:18])=[C:14]([O:19][CH3:20])[C:11]=2[C:12]=1[CH3:13])=[O:7])(C)(C)C.C(O)(C(F)(F)F)=O.ClCCl. No catalyst specified. The product is [I:18][C:15]1[CH:16]=[CH:17][C:10]2[O:9][C:8]([C:6]([OH:7])=[O:5])=[C:12]([CH3:13])[C:11]=2[C:14]=1[O:19][CH3:20]. The yield is 1.00. (7) The reactants are [Br:1][C:2]1[CH:12]=[C:6]([C:7]([O:9][CH2:10][CH3:11])=[O:8])[C:5]([OH:13])=[CH:4][CH:3]=1.Cl[C:15]1[C:24]2[C:19](=[CH:20][C:21]([O:27][CH3:28])=[C:22]([O:25][CH3:26])[CH:23]=2)[N:18]=[CH:17][CH:16]=1. The catalyst is CN(C)C1C=CN=CC=1.ClC1C=CC=CC=1Cl. The product is [Br:1][C:2]1[CH:3]=[CH:4][C:5]([O:13][C:15]2[C:24]3[C:19](=[CH:20][C:21]([O:27][CH3:28])=[C:22]([O:25][CH3:26])[CH:23]=3)[N:18]=[CH:17][CH:16]=2)=[C:6]([CH:12]=1)[C:7]([O:9][CH2:10][CH3:11])=[O:8]. The yield is 0.0800. (8) The reactants are [F:1][C:2]1[CH:3]=[C:4]([CH:6]=[CH:7][C:8]=1[N+:9]([O-:11])=[O:10])[NH2:5].[Br:12]Br.[OH-].[Na+]. The catalyst is CC(O)=O.C(Cl)(Cl)Cl. The product is [Br:12][C:6]1[CH:7]=[C:8]([N+:9]([O-:11])=[O:10])[C:2]([F:1])=[CH:3][C:4]=1[NH2:5]. The yield is 0.900. (9) The reactants are [CH2:1]([OH:19])[CH2:2][CH2:3][CH2:4][CH2:5][CH2:6][CH2:7][CH2:8]/[CH:9]=[CH:10]\[CH2:11][CH2:12][CH2:13][CH2:14][CH2:15][CH2:16][CH2:17][CH3:18].[C:20](O)(=[O:30])[CH2:21][CH2:22][CH2:23][CH2:24][CH2:25][CH2:26][CH2:27][CH:28]=[CH2:29]. The catalyst is C(OCC)(=O)C.CCCCCC. The yield is 0.960. The product is [C:20]([O:19][CH2:1][CH2:2][CH2:3][CH2:4][CH2:5][CH2:6][CH2:7][CH2:8][CH:9]=[CH:10][CH2:11][CH2:12][CH2:13][CH2:14][CH2:15][CH2:16][CH2:17][CH3:18])(=[O:30])[CH2:21][CH2:22][CH2:23][CH2:24][CH2:25][CH2:26][CH2:27][CH:28]=[CH2:29].